Dataset: Full USPTO retrosynthesis dataset with 1.9M reactions from patents (1976-2016). Task: Predict the reactants needed to synthesize the given product. (1) Given the product [F:10][C:11]1[CH:12]=[C:13]([CH:18]2[C:27]([CH3:28])([CH3:29])[CH2:26][C:25]3[C:20](=[CH:21][CH:22]=[C:23]([C:30]([NH:7][S:4]([CH:1]4[CH2:3][CH2:2]4)(=[O:6])=[O:5])=[O:31])[CH:24]=3)[NH:19]2)[CH:14]=[C:15]([F:17])[CH:16]=1, predict the reactants needed to synthesize it. The reactants are: [CH:1]1([S:4]([NH2:7])(=[O:6])=[O:5])[CH2:3][CH2:2]1.[H-].[Na+].[F:10][C:11]1[CH:12]=[C:13]([CH:18]2[C:27]([CH3:29])([CH3:28])[CH2:26][C:25]3[C:20](=[CH:21][CH:22]=[C:23]([C:30](O)=[O:31])[CH:24]=3)[NH:19]2)[CH:14]=[C:15]([F:17])[CH:16]=1.C(N1C=CN=C1)(N1C=CN=C1)=O. (2) Given the product [CH2:33]([N:38]([CH2:37][CH2:36][CH3:35])[C:5]([C:4]1[CH:8]=[C:9]([CH:10]=[C:2]([I:1])[CH:3]=1)[C:11]([O:13][CH3:14])=[O:12])=[O:7])[CH3:34], predict the reactants needed to synthesize it. The reactants are: [I:1][C:2]1[CH:3]=[C:4]([CH:8]=[C:9]([C:11]([O:13][CH3:14])=[O:12])[CH:10]=1)[C:5]([OH:7])=O.C(N(C(C)C)CC)(C)C.CN(C(ON1N=N[C:34]2[CH:35]=[CH:36][CH:37]=[N:38][C:33]1=2)=[N+](C)C)C.F[P-](F)(F)(F)(F)F.C(NCCC)C. (3) Given the product [C:40]1([C:33]([C:32]2[CH:35]=[CH:36][CH:37]=[CH:38][C:31]=2[CH3:30])([C:6]2[N:5]([C:7]([C:8]3[CH:9]=[CH:10][CH:11]=[CH:12][CH:13]=3)([C:14]3[CH:19]=[CH:18][CH:17]=[CH:16][CH:15]=3)[C:20]3[CH:21]=[CH:22][CH:23]=[CH:24][CH:25]=3)[CH:4]=[N:3][CH:2]=2)[OH:34])[CH:45]=[CH:44][CH:43]=[CH:42][CH:41]=1, predict the reactants needed to synthesize it. The reactants are: I[C:2]1[N:3]=[CH:4][N:5]([C:7]([C:20]2[CH:25]=[CH:24][CH:23]=[CH:22][CH:21]=2)([C:14]2[CH:19]=[CH:18][CH:17]=[CH:16][CH:15]=2)[C:8]2[CH:13]=[CH:12][CH:11]=[CH:10][CH:9]=2)[CH:6]=1.C([Mg]Br)C.[CH3:30][C:31]1[CH:38]=[CH:37][CH:36]=[CH:35][C:32]=1[CH:33]=[O:34].C(N1C=C(C=O)N=C1)([C:40]1[CH:45]=[CH:44][CH:43]=[CH:42][CH:41]=1)([C:40]1[CH:45]=[CH:44][CH:43]=[CH:42][CH:41]=1)[C:40]1[CH:45]=[CH:44][CH:43]=[CH:42][CH:41]=1. (4) Given the product [OH:3][CH2:4][CH2:5][O:6][C:7]1[CH:8]=[C:9]([C:13]([CH2:29][CH2:30][CH2:31][CH3:32])=[C:14]([C:15]2[CH:16]=[CH:17][C:18]([OH:21])=[CH:19][CH:20]=2)[C:22]2[CH:27]=[CH:26][C:25]([OH:28])=[CH:24][CH:23]=2)[CH:10]=[CH:11][CH:12]=1, predict the reactants needed to synthesize it. The reactants are: C([O:3][C:4](=O)[CH2:5][O:6][C:7]1[CH:12]=[CH:11][CH:10]=[C:9]([C:13]([CH2:29][CH2:30][CH2:31][CH3:32])=[C:14]([C:22]2[CH:27]=[CH:26][C:25]([OH:28])=[CH:24][CH:23]=2)[C:15]2[CH:20]=[CH:19][C:18]([OH:21])=[CH:17][CH:16]=2)[CH:8]=1)C.[H-].[H-].[H-].[H-].[Li+].[Al+3]. (5) Given the product [NH2:8][C:9]1[CH:10]=[C:11]([C:28]2[CH:27]=[CH:26][C:25](/[CH:30]=[C:31](\[O:36][CH3:37])/[C:32]([O:34][CH3:35])=[O:33])=[CH:24][C:23]=2[O:22][CH2:18][CH2:19][CH2:20][CH3:21])[CH:12]=[CH:13][CH:14]=1, predict the reactants needed to synthesize it. The reactants are: C(=O)([O-])[O-].[K+].[K+].Cl.[NH2:8][C:9]1[CH:10]=[C:11](B(O)O)[CH:12]=[CH:13][CH:14]=1.[CH2:18]([O:22][C:23]1[CH:24]=[C:25](/[CH:30]=[C:31](\[O:36][CH3:37])/[C:32]([O:34][CH3:35])=[O:33])[CH:26]=[CH:27][C:28]=1I)[CH2:19][CH2:20][CH3:21].O. (6) The reactants are: [CH3:1][O:2][C:3]1[CH:4]=[C:5]2[C:10](=[C:11]([NH:13][S:14]([C:17]3[CH:22]=[CH:21][C:20]([CH3:23])=[CH:19][C:18]=3[N+:24]([O-])=O)(=[O:16])=[O:15])[CH:12]=1)[N:9]=[CH:8][CH:7]=[CH:6]2.O.NN. Given the product [NH2:24][C:18]1[CH:19]=[C:20]([CH3:23])[CH:21]=[CH:22][C:17]=1[S:14]([NH:13][C:11]1[CH:12]=[C:3]([O:2][CH3:1])[CH:4]=[C:5]2[C:10]=1[N:9]=[CH:8][CH:7]=[CH:6]2)(=[O:15])=[O:16], predict the reactants needed to synthesize it.